From a dataset of Full USPTO retrosynthesis dataset with 1.9M reactions from patents (1976-2016). Predict the reactants needed to synthesize the given product. (1) Given the product [Br:19][C:20]1[CH:21]=[C:22]([C:26]2[N:30]([C:2]3[N:11]=[CH:10][C:9]4[N:8]([CH3:12])[C:7](=[O:13])[C@@H:6]([CH2:14][CH3:15])[N:5]([CH:16]([CH3:18])[CH3:17])[C:4]=4[N:3]=3)[CH:29]=[CH:28][N:27]=2)[CH:23]=[CH:24][CH:25]=1, predict the reactants needed to synthesize it. The reactants are: Cl[C:2]1[N:11]=[CH:10][C:9]2[N:8]([CH3:12])[C:7](=[O:13])[C@@H:6]([CH2:14][CH3:15])[N:5]([CH:16]([CH3:18])[CH3:17])[C:4]=2[N:3]=1.[Br:19][C:20]1[CH:21]=[C:22]([C:26]2[NH:27][CH:28]=[CH:29][N:30]=2)[CH:23]=[CH:24][CH:25]=1. (2) Given the product [ClH:46].[OH:7][C:8]1[CH:32]=[CH:31][C:30]([O:33][CH2:34][CH2:35][N:36]2[CH2:41][CH2:40][N:39]([S:42]([CH3:45])(=[O:44])=[O:43])[CH2:38][CH2:37]2)=[CH:29][C:9]=1[C:10]([NH:12][C:13]1[CH:22]=[C:21]([C:23]2[CH:24]=[CH:25][CH:26]=[CH:27][CH:28]=2)[CH:20]=[CH:19][C:14]=1[C:15]([OH:17])=[O:16])=[O:11], predict the reactants needed to synthesize it. The reactants are: [OH-].[Na+].CC(O)C.[OH:7][C:8]1[CH:32]=[CH:31][C:30]([O:33][CH2:34][CH2:35][N:36]2[CH2:41][CH2:40][N:39]([S:42]([CH3:45])(=[O:44])=[O:43])[CH2:38][CH2:37]2)=[CH:29][C:9]=1[C:10]([NH:12][C:13]1[CH:22]=[C:21]([C:23]2[CH:28]=[CH:27][CH:26]=[CH:25][CH:24]=2)[CH:20]=[CH:19][C:14]=1[C:15]([O:17]C)=[O:16])=[O:11].[ClH:46]. (3) Given the product [CH3:19][S:20]([C:23]1[CH:24]=[C:25]([NH:26][C:2]2[CH:7]=[C:6]([C:8]3[CH:13]=[CH:12][C:11]([C:14]([F:17])([F:16])[F:15])=[CH:10][CH:9]=3)[N:5]=[CH:4][N:3]=2)[CH:27]=[CH:28][CH:29]=1)(=[O:21])=[O:22], predict the reactants needed to synthesize it. The reactants are: Cl[C:2]1[CH:7]=[C:6]([C:8]2[CH:13]=[CH:12][C:11]([C:14]([F:17])([F:16])[F:15])=[CH:10][CH:9]=2)[N:5]=[CH:4][N:3]=1.Cl.[CH3:19][S:20]([C:23]1[CH:24]=[C:25]([CH:27]=[CH:28][CH:29]=1)[NH2:26])(=[O:22])=[O:21]. (4) Given the product [CH:7]1[CH:8]=[CH:9][C:10]2[N:11]([C:18]([NH2:20])=[O:19])[C:12]3[CH:13]=[CH:14][CH:15]=[CH:16][C:17]=3[C:3](=[O:2])[CH2:4][C:5]=2[CH:6]=1, predict the reactants needed to synthesize it. The reactants are: C[O:2][C:3]1[C:17]2[C:12](=[CH:13][CH:14]=[CH:15][CH:16]=2)[N:11]([C:18]([NH2:20])=[O:19])[C:10]2[C:5](=[CH:6][CH:7]=[CH:8][CH:9]=2)[CH:4]=1.Cl. (5) Given the product [C:1]([O:5][C:6]([NH:8][C@@H:9]([CH2:13][N:14]([CH:20]1[CH2:22][CH2:21]1)[CH2:15][CH2:16][CH2:17][CH:18]=[CH2:19])[C:10]([N:28]1[CH2:29][C@H:25]([OH:24])[CH2:26][C@H:27]1[C:30]([NH:32][C@:33]1([C:38]([O:40][CH2:41][CH3:42])=[O:39])[CH2:35][C@H:34]1[CH:36]=[CH2:37])=[O:31])=[O:12])=[O:7])([CH3:2])([CH3:3])[CH3:4], predict the reactants needed to synthesize it. The reactants are: [C:1]([O:5][C:6]([NH:8][C@@H:9]([CH2:13][N:14]([CH:20]1[CH2:22][CH2:21]1)[CH2:15][CH2:16][CH2:17][CH:18]=[CH2:19])[C:10]([OH:12])=O)=[O:7])([CH3:4])([CH3:3])[CH3:2].Cl.[OH:24][C@H:25]1[CH2:29][NH:28][C@H:27]([C:30]([NH:32][C@:33]2([C:38]([O:40][CH2:41][CH3:42])=[O:39])[CH2:35][C@H:34]2[CH:36]=[CH2:37])=[O:31])[CH2:26]1.CN1CCOCC1.CN(C(ON1N=NC2C=CC=NC1=2)=[N+](C)C)C.F[P-](F)(F)(F)(F)F. (6) Given the product [Cl:28][C:29]1[C:30]([N:35]2[CH2:40][CH2:39][CH:38]([NH:41][C:24]([C:21]3[O:22][C:23]4[C:15]([N:12]5[CH2:11][CH2:10][N:9]([CH2:8][CH2:7][C:2]6[CH:3]=[CH:4][CH:5]=[CH:6][N:1]=6)[CH2:14][CH2:13]5)=[CH:16][CH:17]=[CH:18][C:19]=4[CH:20]=3)=[O:26])[CH2:37][CH2:36]2)=[N:31][CH:32]=[CH:33][CH:34]=1, predict the reactants needed to synthesize it. The reactants are: [N:1]1[CH:6]=[CH:5][CH:4]=[CH:3][C:2]=1[CH2:7][CH2:8][N:9]1[CH2:14][CH2:13][N:12]([C:15]2[C:23]3[O:22][C:21]([C:24]([O-:26])=O)=[CH:20][C:19]=3[CH:18]=[CH:17][CH:16]=2)[CH2:11][CH2:10]1.[Li+].[Cl:28][C:29]1[C:30]([N:35]2[CH2:40][CH2:39][CH:38]([NH2:41])[CH2:37][CH2:36]2)=[N:31][CH:32]=[CH:33][CH:34]=1. (7) Given the product [Cl:8][C:6]1[N:5]=[CH:4][N:3]=[C:2]([NH:25][CH:23]2[CH2:24][CH:22]2[C:16]2[CH:21]=[CH:20][CH:19]=[CH:18][CH:17]=2)[N:7]=1, predict the reactants needed to synthesize it. The reactants are: Cl[C:2]1[N:7]=[C:6]([Cl:8])[N:5]=[CH:4][N:3]=1.C([O-])([O-])=O.[K+].[K+].Cl.[C:16]1([C@@H:22]2[CH2:24][C@H:23]2[NH2:25])[CH:21]=[CH:20][CH:19]=[CH:18][CH:17]=1. (8) Given the product [Cl:19][C:16]1[CH:15]=[CH:14][C:13]([CH2:12][CH:11]([OH:20])[CH2:10][N:9]2[C:25]3[C:27]([C:29](=[O:30])[NH:21][C:22](=[O:23])[N:24]=3)=[N:1][C:2]3[CH:7]=[CH:6][C:5]([CH3:8])=[CH:4][C:3]2=3)=[CH:18][CH:17]=1, predict the reactants needed to synthesize it. The reactants are: [NH2:1][C:2]1[CH:7]=[CH:6][C:5]([CH3:8])=[CH:4][C:3]=1[NH:9][CH2:10][CH:11]([OH:20])[CH2:12][C:13]1[CH:18]=[CH:17][C:16]([Cl:19])=[CH:15][CH:14]=1.[NH:21]1[C:29](=[O:30])[C:27](=O)[C:25](=O)[NH:24][C:22]1=[O:23].B(O)(O)O.